Dataset: Catalyst prediction with 721,799 reactions and 888 catalyst types from USPTO. Task: Predict which catalyst facilitates the given reaction. (1) Reactant: [NH2:1][C:2]1[C:3]([C:13](=[O:21])[CH2:14][C:15]2[N:19]([CH3:20])[N:18]=[CH:17][N:16]=2)=[C:4]([CH:9]=[C:10]([F:12])[CH:11]=1)[C:5]([O:7][CH3:8])=[O:6].C(N(CC)CC)C.[C:29](=O)([O:35]C(C)(C)C)[O:30][C:31]([CH3:34])([CH3:33])[CH3:32]. Product: [C:31]([O:30][C:29]([NH:1][C:2]1[C:3]([C:13](=[O:21])[CH2:14][C:15]2[N:19]([CH3:20])[N:18]=[CH:17][N:16]=2)=[C:4]([CH:9]=[C:10]([F:12])[CH:11]=1)[C:5]([O:7][CH3:8])=[O:6])=[O:35])([CH3:34])([CH3:33])[CH3:32]. The catalyst class is: 2. (2) Reactant: [C:1]1([S:7]([N:10]2[C:14]3=[N:15][CH:16]=[C:17]([N+:20]([O-:22])=[O:21])[C:18](Cl)=[C:13]3[CH:12]=[CH:11]2)(=[O:9])=[O:8])[CH:6]=[CH:5][CH:4]=[CH:3][CH:2]=1.[NH2:23][C@@H:24]1[CH2:29][CH2:28][CH2:27][C@@H:26]([OH:30])[CH2:25]1. Product: [C:1]1([S:7]([N:10]2[C:14]3=[N:15][CH:16]=[C:17]([N+:20]([O-:22])=[O:21])[C:18]([NH:23][C@@H:24]4[CH2:29][CH2:28][CH2:27][C@@H:26]([OH:30])[CH2:25]4)=[C:13]3[CH:12]=[CH:11]2)(=[O:9])=[O:8])[CH:6]=[CH:5][CH:4]=[CH:3][CH:2]=1. The catalyst class is: 32. (3) Reactant: O.CN(C)C(=[O:6])C.[CH:8]1[CH:9]=[CH:10][C:11]([C@@H:14]([NH2:31])[C:15]([NH:17][C@@H:18]2[C:25](=[O:26])[N:24]3[C@@H:19]2[CH2:20][CH2:21][C:22]([Cl:30])=[C:23]3[C:27]([OH:29])=[O:28])=[O:16])=[CH:12][CH:13]=1.Cl. Product: [CH2:20]1[CH:19]2[CH:18]([NH:17][C:15]([C@H:14]([NH2:31])[C:11]3[CH:12]=[CH:13][CH:8]=[CH:9][CH:10]=3)=[O:16])[C:25](=[O:26])[N:24]2[C:23]([C:27]([OH:29])=[O:28])=[C:22]([Cl:30])[CH2:21]1.[OH2:6]. The catalyst class is: 6.